This data is from Full USPTO retrosynthesis dataset with 1.9M reactions from patents (1976-2016). The task is: Predict the reactants needed to synthesize the given product. (1) Given the product [I:29][C:9]1[C:4]2[C:3](=[N:8][CH:7]=[CH:6][N:5]=2)[O:2][C:10]=1[C:11]1[CH:12]=[CH:13][C:14]([C:17]2([NH:21][C:22](=[O:28])[O:23][C:24]([CH3:27])([CH3:25])[CH3:26])[CH2:18][CH2:19][CH2:20]2)=[CH:15][CH:16]=1, predict the reactants needed to synthesize it. The reactants are: C[O:2][C:3]1[C:4]([C:9]#[C:10][C:11]2[CH:16]=[CH:15][C:14]([C:17]3([NH:21][C:22](=[O:28])[O:23][C:24]([CH3:27])([CH3:26])[CH3:25])[CH2:20][CH2:19][CH2:18]3)=[CH:13][CH:12]=2)=[N:5][CH:6]=[CH:7][N:8]=1.[I:29]Cl. (2) Given the product [CH3:29][O:28][C:25]1[CH:26]=[CH:27][C:20]([CH2:19][N:9]([CH2:8][C:3]2[C:2]([CH3:1])=[CH:7][CH:6]=[CH:5][N:4]=2)[CH:10]([C:12]2[CH:17]=[CH:16][CH:15]=[CH:14][N:13]=2)[CH3:11])=[C:21]([CH:24]=1)[C:22]#[N:23], predict the reactants needed to synthesize it. The reactants are: [CH3:1][C:2]1[C:3]([CH2:8][NH:9][CH:10]([C:12]2[CH:17]=[CH:16][CH:15]=[CH:14][N:13]=2)[CH3:11])=[N:4][CH:5]=[CH:6][CH:7]=1.Br[CH2:19][C:20]1[CH:27]=[CH:26][C:25]([O:28][CH3:29])=[CH:24][C:21]=1[C:22]#[N:23].CCN(C(C)C)C(C)C. (3) Given the product [CH:1]1([C:4]2[C:5]([O:18][CH2:19][C:20]3([CH3:27])[CH2:25][CH2:24][CH:23]([OH:26])[CH2:22][CH2:21]3)=[CH:6][C:7]([F:17])=[C:8]([CH:16]=2)[C:9]([O:11][C:12]([CH3:13])([CH3:14])[CH3:15])=[O:10])[CH2:3][CH2:2]1, predict the reactants needed to synthesize it. The reactants are: [CH:1]1([C:4]2[C:5]([O:18][CH2:19][C:20]3([CH3:27])[CH2:25][CH2:24][C:23](=[O:26])[CH2:22][CH2:21]3)=[CH:6][C:7]([F:17])=[C:8]([CH:16]=2)[C:9]([O:11][C:12]([CH3:15])([CH3:14])[CH3:13])=[O:10])[CH2:3][CH2:2]1.[BH4-].[Na+]. (4) Given the product [Cl:1][C:2]1[CH:7]=[CH:6][C:5]([S:8]([NH:11][C:12]2[C:13]([C:19]([C:20]3[CH:25]=[CH:24][N:23]=[CH:22][CH:21]=3)=[O:26])=[N:14][CH:15]=[C:16]([Cl:18])[CH:17]=2)(=[O:9])=[O:10])=[CH:4][C:3]=1[C:27]([F:30])([F:28])[F:29], predict the reactants needed to synthesize it. The reactants are: [Cl:1][C:2]1[CH:7]=[CH:6][C:5]([S:8]([NH:11][C:12]2[C:13]([CH:19]([OH:26])[C:20]3[CH:25]=[CH:24][N:23]=[CH:22][CH:21]=3)=[N:14][CH:15]=[C:16]([Cl:18])[CH:17]=2)(=[O:10])=[O:9])=[CH:4][C:3]=1[C:27]([F:30])([F:29])[F:28].C1C=C[NH+]=CC=1.[O-][Cr](Cl)(=O)=O. (5) Given the product [C:12]1([NH:11][C:9]2[N:10]=[C:6]3[CH:5]=[CH:4][CH:3]=[C:2]([C:58]4[CH:59]=[C:60]([OH:61])[CH:55]=[CH:56][CH:57]=4)[N:7]3[N:8]=2)[CH:17]=[CH:16][CH:15]=[CH:14][CH:13]=1, predict the reactants needed to synthesize it. The reactants are: Br[C:2]1[N:7]2[N:8]=[C:9]([NH:11][C:12]3[CH:17]=[CH:16][CH:15]=[CH:14][CH:13]=3)[N:10]=[C:6]2[CH:5]=[CH:4][CH:3]=1.BrC1N2N=C(N)N=C2C=CC=1.IC1C=CC=CC=1.CC(C)([O-])C.[Na+].C1(P(C2C=CC=CC=2)C2C3[O:61][C:60]4[C:55](=[CH:56][CH:57]=[CH:58][C:59]=4P(C4C=CC=CC=4)C4C=CC=CC=4)C(C)(C)C=3C=CC=2)C=CC=CC=1.O.[Cl-].[Na+].O. (6) The reactants are: [Li+].[OH-].C[O:4][C:5](=[O:17])[C:6]1[CH:11]=[C:10]([CH2:12][O:13][CH3:14])[CH:9]=[C:8]([C:15]#[N:16])[CH:7]=1.Cl.O. Given the product [C:15]([C:8]1[CH:7]=[C:6]([CH:11]=[C:10]([CH2:12][O:13][CH3:14])[CH:9]=1)[C:5]([OH:17])=[O:4])#[N:16], predict the reactants needed to synthesize it.